This data is from Full USPTO retrosynthesis dataset with 1.9M reactions from patents (1976-2016). The task is: Predict the reactants needed to synthesize the given product. (1) Given the product [Cl:35][C:36]1[CH:41]=[CH:40][C:39]([C:14]2[CH:15]=[C:10]([CH:5]([CH2:6][CH:7]([CH3:9])[CH3:8])[C:4]([OH:34])=[O:3])[CH:11]=[C:12]([C:24]3[CH:25]=[CH:26][C:27]([C:30]([F:31])([F:32])[F:33])=[CH:28][CH:29]=3)[CH:13]=2)=[CH:38][C:37]=1[F:45], predict the reactants needed to synthesize it. The reactants are: C([O:3][C:4](=[O:34])[CH:5]([C:10]1[CH:11]=[C:12]([C:24]2[CH:29]=[CH:28][C:27]([C:30]([F:33])([F:32])[F:31])=[CH:26][CH:25]=2)[CH:13]=[C:14](OS(C(F)(F)F)(=O)=O)[CH:15]=1)[CH2:6][CH:7]([CH3:9])[CH3:8])C.[Cl:35][C:36]1[CH:41]=[CH:40][C:39](B(O)O)=[CH:38][C:37]=1[F:45]. (2) Given the product [Cl:1][C:2]1[CH:26]=[C:25]([Cl:27])[C:24]([C:44]2[CH:49]=[CH:48][CH:47]=[CH:46][N:45]=2)=[CH:23][C:3]=1[C:4]([NH:6][C:7]1[N:11]([C:12]2[CH:13]=[CH:14][CH:15]=[CH:16][CH:17]=2)[N:10]=[C:9]([C:18]([O:20][CH2:21][CH3:22])=[O:19])[CH:8]=1)=[O:5], predict the reactants needed to synthesize it. The reactants are: [Cl:1][C:2]1[CH:26]=[C:25]([Cl:27])[C:24](B2OC(C)(C)C(C)(C)O2)=[CH:23][C:3]=1[C:4]([NH:6][C:7]1[N:11]([C:12]2[CH:17]=[CH:16][CH:15]=[CH:14][CH:13]=2)[N:10]=[C:9]([C:18]([O:20][CH2:21][CH3:22])=[O:19])[CH:8]=1)=[O:5].O1CCOCC1.Br[C:44]1[CH:49]=[CH:48][CH:47]=[CH:46][N:45]=1.C([O-])([O-])=O.[K+].[K+]. (3) Given the product [OH:1][C:2]1[CH:7]=[CH:6][C:5]([C:8]2[CH:9]=[C:10]([C:11]3[CH:15]=[C:14]([CH3:16])[O:13][N:12]=3)[NH:22][C:20](=[O:21])[N:19]=2)=[CH:4][C:3]=1[CH3:18], predict the reactants needed to synthesize it. The reactants are: [OH:1][C:2]1[CH:7]=[CH:6][C:5]([C:8](=O)/[CH:9]=[CH:10]/[C:11]2[CH:15]=[C:14]([CH3:16])[O:13][N:12]=2)=[CH:4][C:3]=1[CH3:18].[NH2:19][C:20]([NH2:22])=[O:21]. (4) Given the product [F:24][C:21]([F:22])([F:23])[S:18]([N-:17][S:14]([C:13]([F:12])([F:25])[F:26])(=[O:15])=[O:16])(=[O:19])=[O:20].[CH2:2]([N+:6]1[CH:10]=[CH:9][N:31]([CH3:27])[CH:7]=1)[CH2:3][CH2:4][CH3:5], predict the reactants needed to synthesize it. The reactants are: [Br-].[CH2:2]([N+:6]1(C)[CH2:10][CH2:9]C[CH2:7]1)[CH2:3][CH2:4][CH3:5].[F:12][C:13]([F:26])([F:25])[S:14]([N-:17][S:18]([C:21]([F:24])([F:23])[F:22])(=[O:20])=[O:19])(=[O:16])=[O:15].[CH2:27]([N+:31]1(C)CCCC1)CCC. (5) The reactants are: [CH:1]1([CH:7](O)[CH2:8][NH:9][C:10](=[O:16])[O:11][C:12]([CH3:15])([CH3:14])[CH3:13])[CH2:6][CH2:5][CH2:4][CH2:3][CH2:2]1.C1(P(C2C=CC=CC=2)C2C=CC=CC=2)C=CC=CC=1.[C:37]1(=[O:47])[NH:41][C:40](=[O:42])[C:39]2=[CH:43][CH:44]=[CH:45][CH:46]=[C:38]12. Given the product [CH:1]1([CH:7]([N:41]2[C:37](=[O:47])[C:38]3[C:39](=[CH:43][CH:44]=[CH:45][CH:46]=3)[C:40]2=[O:42])[CH2:8][NH:9][C:10](=[O:16])[O:11][C:12]([CH3:15])([CH3:14])[CH3:13])[CH2:6][CH2:5][CH2:4][CH2:3][CH2:2]1, predict the reactants needed to synthesize it. (6) The reactants are: [OH:1][C:2]1[CH:9]=[CH:8][C:5]([CH:6]=[O:7])=[CH:4][C:3]=1[O:10][CH3:11].[CH3:12][O:13][C:14]1[CH:21]=[CH:20][C:17]([CH2:18]Cl)=[CH:16][CH:15]=1.C(=O)([O-])[O-].[K+].[K+]. Given the product [CH3:11][O:10][C:3]1[CH:4]=[C:5]([CH:8]=[CH:9][C:2]=1[O:1][CH2:18][C:17]1[CH:20]=[CH:21][C:14]([O:13][CH3:12])=[CH:15][CH:16]=1)[CH:6]=[O:7], predict the reactants needed to synthesize it.